Regression. Given a peptide amino acid sequence and an MHC pseudo amino acid sequence, predict their binding affinity value. This is MHC class I binding data. From a dataset of Peptide-MHC class I binding affinity with 185,985 pairs from IEDB/IMGT. The peptide sequence is IEELRQHLL. The MHC is HLA-B40:02 with pseudo-sequence HLA-B40:02. The binding affinity (normalized) is 0.433.